Dataset: Catalyst prediction with 721,799 reactions and 888 catalyst types from USPTO. Task: Predict which catalyst facilitates the given reaction. (1) Reactant: C(N(C(C)C)CC)(C)C.[Li]CCCC.[Cl:15][C:16]1[CH:17]=[C:18]([S:23][CH3:24])[CH:19]=[C:20]([Cl:22])[CH:21]=1.[C:25](=[O:27])=[O:26].Cl. Product: [Cl:22][C:20]1[CH:19]=[C:18]([S:23][CH3:24])[CH:17]=[C:16]([Cl:15])[C:21]=1[C:25]([OH:27])=[O:26]. The catalyst class is: 56. (2) Reactant: [N+:1]([CH2:4][C:5]([O:7][CH2:8][CH3:9])=[O:6])([O-:3])=O.[C:10]1([C:16]2[S:20][C:19]([CH2:21][O:22][CH2:23][C:24]#[CH:25])=[CH:18][CH:17]=2)[CH:15]=[CH:14][CH:13]=[CH:12][CH:11]=1.N12CCN(CC1)CC2.Cl. Product: [C:10]1([C:16]2[S:20][C:19]([CH2:21][O:22][CH2:23][C:24]3[O:3][N:1]=[C:4]([C:5]([O:7][CH2:8][CH3:9])=[O:6])[CH:25]=3)=[CH:18][CH:17]=2)[CH:11]=[CH:12][CH:13]=[CH:14][CH:15]=1. The catalyst class is: 22.